From a dataset of Forward reaction prediction with 1.9M reactions from USPTO patents (1976-2016). Predict the product of the given reaction. (1) Given the reactants [C:1]([C:3]1[CH:28]=[CH:27][C:6]([CH2:7][O:8][C:9]2[CH:10]=[C:11]([CH:15]=[C:16]([O:18][C:19]3[CH:24]=[CH:23][C:22]([C:25]#[N:26])=[CH:21][CH:20]=3)[CH:17]=2)[C:12]([OH:14])=O)=[CH:5][CH:4]=1)#[N:2].[C:29]([O:33][C:34](=[O:43])[NH:35][CH:36]1[CH2:41][CH2:40][CH:39]([NH2:42])[CH2:38][CH2:37]1)([CH3:32])([CH3:31])[CH3:30], predict the reaction product. The product is: [C:29]([O:33][C:34](=[O:43])[NH:35][CH:36]1[CH2:37][CH2:38][CH:39]([NH:42][C:12](=[O:14])[C:11]2[CH:15]=[C:16]([O:18][C:19]3[CH:24]=[CH:23][C:22]([C:25]#[N:26])=[CH:21][CH:20]=3)[CH:17]=[C:9]([O:8][CH2:7][C:6]3[CH:5]=[CH:4][C:3]([C:1]#[N:2])=[CH:28][CH:27]=3)[CH:10]=2)[CH2:40][CH2:41]1)([CH3:32])([CH3:30])[CH3:31]. (2) Given the reactants [F:1][C:2]1[CH:7]=[CH:6][C:5]([C:8]2[C:12]([C:13]3[CH:14]=[CH:15][C:16]4[N:17]([CH:19]=[C:20]([NH:22]C(=O)C)[N:21]=4)[N:18]=3)=[C:11]([CH:26]3[CH2:31][CH2:30][O:29][CH2:28][CH2:27]3)[N:10]([CH3:32])[N:9]=2)=[CH:4][CH:3]=1.Cl.O1CCOCC1, predict the reaction product. The product is: [F:1][C:2]1[CH:7]=[CH:6][C:5]([C:8]2[C:12]([C:13]3[CH:14]=[CH:15][C:16]4[N:17]([CH:19]=[C:20]([NH2:22])[N:21]=4)[N:18]=3)=[C:11]([CH:26]3[CH2:31][CH2:30][O:29][CH2:28][CH2:27]3)[N:10]([CH3:32])[N:9]=2)=[CH:4][CH:3]=1. (3) The product is: [CH2:18]([C:20]1[CH:27]=[CH:26][C:23]([CH2:24][NH:25][C:15](=[O:16])[CH2:14][CH2:13][C:5]2[CH:6]=[CH:7][C:8]([O:9][CH2:10][C:11]#[CH:12])=[C:3]([O:2][CH3:1])[CH:4]=2)=[CH:22][CH:21]=1)[CH3:19]. Given the reactants [CH3:1][O:2][C:3]1[CH:4]=[C:5]([CH2:13][CH2:14][C:15](Cl)=[O:16])[CH:6]=[CH:7][C:8]=1[O:9][CH2:10][C:11]#[CH:12].[CH2:18]([C:20]1[CH:27]=[CH:26][C:23]([CH2:24][NH2:25])=[CH:22][CH:21]=1)[CH3:19], predict the reaction product. (4) Given the reactants [NH:1]1[CH2:6][CH2:5][CH:4]([CH2:7][NH:8][C:9]([C:11]2[C:15]3[N:16]=[CH:17][N:18]=[C:19]([C:20]4[C:28]5[O:27][CH2:26][O:25][C:24]=5[CH:23]=[CH:22][C:21]=4[O:29][CH2:30][CH:31]4[CH2:33][CH2:32]4)[C:14]=3[NH:13][CH:12]=2)=[O:10])[CH2:3][CH2:2]1.Cl[C:35]([C:37]1([O:40]C(=O)C)[CH2:39][CH2:38]1)=[O:36], predict the reaction product. The product is: [OH:40][C:37]1([C:35]([N:1]2[CH2:2][CH2:3][CH:4]([CH2:7][NH:8][C:9]([C:11]3[C:15]4[N:16]=[CH:17][N:18]=[C:19]([C:20]5[C:28]6[O:27][CH2:26][O:25][C:24]=6[CH:23]=[CH:22][C:21]=5[O:29][CH2:30][CH:31]5[CH2:32][CH2:33]5)[C:14]=4[NH:13][CH:12]=3)=[O:10])[CH2:5][CH2:6]2)=[O:36])[CH2:39][CH2:38]1. (5) Given the reactants [F:1][CH:2]([F:15])[O:3][C:4]1[CH:9]=[C:8]([CH3:10])[CH:7]=[C:6]([CH3:11])[C:5]=1[CH2:12][CH:13]=[O:14].CC(=CC)C.P([O-])(O)(O)=[O:22].[Na+].Cl([O-])=O.[Na+], predict the reaction product. The product is: [F:1][CH:2]([F:15])[O:3][C:4]1[CH:9]=[C:8]([CH3:10])[CH:7]=[C:6]([CH3:11])[C:5]=1[CH2:12][C:13]([OH:22])=[O:14]. (6) Given the reactants Cl.[N:2]1[CH:7]=[CH:6][CH:5]=[CH:4][C:3]=1[C:8](=[NH:10])[NH2:9].O.[NH2:12]N.[C:14]([NH:17][CH:18]([CH3:26])[C:19](=O)[C:20](OCC)=[O:21])(=[O:16])[CH3:15].CS(C)=O, predict the reaction product. The product is: [O:21]=[C:20]1[C:19]([CH:18]([NH:17][C:14](=[O:16])[CH3:15])[CH3:26])=[N:12][N:9]=[C:8]([C:3]2[CH:4]=[CH:5][CH:6]=[CH:7][N:2]=2)[NH:10]1. (7) Given the reactants [NH2:1][C:2]1[C:6]2[CH:7]=[C:8]3[C:15](=[O:16])[CH2:14][CH2:13][CH2:12][CH2:11][C:9]3=[N:10][C:5]=2[S:4][C:3]=1[C:17]([NH:19][C:20]1[S:21][C:22]([C:25]2[CH:30]=[CH:29][CH:28]=[CH:27][CH:26]=2)=[N:23][N:24]=1)=[O:18].[B-](F)(F)(F)F.CCN([S+](F)F)CC, predict the reaction product. The product is: [NH2:1][C:2]1[C:6]2[CH:7]=[C:8]3[CH:15]([OH:16])[CH2:14][CH2:13][CH2:12][CH2:11][C:9]3=[N:10][C:5]=2[S:4][C:3]=1[C:17]([NH:19][C:20]1[S:21][C:22]([C:25]2[CH:30]=[CH:29][CH:28]=[CH:27][CH:26]=2)=[N:23][N:24]=1)=[O:18]. (8) Given the reactants Br[CH2:2][CH2:3][CH2:4]Br.BrCCC(Br)CC.[CH3:13][O:14][C:15]1[CH:16]=[C:17]([CH2:21][C:22]#[N:23])[CH:18]=[CH:19][CH:20]=1.COC1C=C(CC#[N:36])C=CC=1OC, predict the reaction product. The product is: [CH3:13][O:14][C:15]1[CH:16]=[C:17]2[C:18](=[CH:19][CH:20]=1)[N:23]=[C:22]([NH2:36])[C:21]12[CH2:4][CH2:3][CH2:2]1. (9) Given the reactants [F:1][C:2]1[C:7]([F:8])=[CH:6][CH:5]=[CH:4][C:3]=1[C@H:9]1[CH2:14][NH:13][C:12](=[N:15][CH2:16][CH:17](O)[CH2:18][C:19]([F:22])([F:21])[F:20])[C@@H:11]([NH:24][C:25](=[O:31])[O:26]C(C)(C)C)[CH2:10]1.[Cr](O[Cr]([O-])(=O)=O)([O-])(=O)=O.[NH+]1C=[CH:45][CH:44]=[CH:43][CH:42]=1.[NH+]1C=[CH:45][CH:44]=[CH:43][CH:42]=1.C(=O)(O)[O-].[Na+].O, predict the reaction product. The product is: [F:1][C:2]1[C:7]([F:8])=[CH:6][CH:5]=[CH:4][C:3]=1[C@H:9]1[CH2:14][N:13]2[C:17]([CH2:18][C:19]([F:20])([F:21])[F:22])=[CH:16][N:15]=[C:12]2[C@@H:11]([NH:24][C:25](=[O:31])[O:26][CH2:42][CH2:43][CH2:44][CH3:45])[CH2:10]1.